Dataset: Catalyst prediction with 721,799 reactions and 888 catalyst types from USPTO. Task: Predict which catalyst facilitates the given reaction. (1) Reactant: [CH3:1][NH:2][CH3:3].[O:4]1[C:8]2([CH2:13][CH2:12][CH:11]([CH:14]=O)[CH2:10][CH2:9]2)[O:7][CH2:6][CH2:5]1.[C-:16]#[N:17].[K+].Cl. Product: [CH3:1][N:2]([CH:14]([CH:11]1[CH2:10][CH2:9][C:8]2([O:4][CH2:5][CH2:6][O:7]2)[CH2:13][CH2:12]1)[C:16]#[N:17])[CH3:3]. The catalyst class is: 5. (2) Reactant: [NH2:1][C:2]1[CH:7]=[C:6]([O:8][C:9]2[CH:14]=[CH:13][C:12]([N+:15]([O-:17])=[O:16])=[CH:11][C:10]=2[F:18])[N:5]=[CH:4][N:3]=1.[CH2:19]([N:21]([CH2:24][CH3:25])[CH2:22]C)[CH3:20].ClC(OC1C=CC=CC=1)=[O:28].N1CCCC1. Product: [F:18][C:10]1[CH:11]=[C:12]([N+:15]([O-:17])=[O:16])[CH:13]=[CH:14][C:9]=1[O:8][C:6]1[N:5]=[CH:4][N:3]=[C:2]([NH:1][C:22]([N:21]2[CH2:24][CH2:25][CH2:20][CH2:19]2)=[O:28])[CH:7]=1. The catalyst class is: 7. (3) Reactant: [CH2:1]([O:8][N:9]1[C:15](=[O:16])[N:14]2[CH2:17][C@H:10]1[CH2:11][CH2:12][C@H:13]2[C:18]([OH:20])=O)[C:2]1[CH:7]=[CH:6][CH:5]=[CH:4][CH:3]=1.[CH3:21][O:22][NH2:23].ON1C2C=CC=CC=2N=N1.Cl.C(N=C=NCCCN(C)C)C. Product: [CH2:1]([O:8][N:9]1[C:15](=[O:16])[N:14]2[CH2:17][C@H:10]1[CH2:11][CH2:12][C@H:13]2[C:18]([NH:23][O:22][CH3:21])=[O:20])[C:2]1[CH:3]=[CH:4][CH:5]=[CH:6][CH:7]=1. The catalyst class is: 2. (4) The catalyst class is: 4. Reactant: [OH:1][CH2:2][C:3]([O:5][CH2:6][CH3:7])=[O:4].C1(C)C=CC(S(O)(=O)=O)=CC=1.[O:19]1[CH:24]=[CH:23][CH2:22][CH2:21][CH2:20]1. Product: [O:19]1[CH2:24][CH2:23][CH2:22][CH2:21][CH:20]1[O:1][CH2:2][C:3]([O:5][CH2:6][CH3:7])=[O:4]. (5) Reactant: [CH2:1]([C@H:8]1[N:13]([C:14]([C:16]2[N:17]=[CH:18][N:19]([C@H:27]3[CH2:32][CH2:31][CH2:30][CH2:29]/[C:28]/3=[CH:33]\[C:34]([O:36]CC)=[O:35])[C:20]=2[C:21]2[CH:26]=[CH:25][CH:24]=[CH:23][CH:22]=2)=[O:15])[CH2:12][CH2:11][N:10]([C:39]([O:41][C:42]([CH3:45])([CH3:44])[CH3:43])=[O:40])[CH2:9]1)[C:2]1[CH:7]=[CH:6][CH:5]=[CH:4][CH:3]=1.[OH-].[Na+].C(O)(=O)CC(CC(O)=O)(C(O)=O)O. Product: [CH2:1]([C@@H:8]1[CH2:9][N:10]([C:39]([O:41][C:42]([CH3:45])([CH3:43])[CH3:44])=[O:40])[CH2:11][CH2:12][N:13]1[C:14]([C:16]1[N:17]=[CH:18][N:19]([C@H:27]2[CH2:32][CH2:31][CH2:30][CH2:29]/[C:28]/2=[CH:33]\[C:34]([OH:36])=[O:35])[C:20]=1[C:21]1[CH:22]=[CH:23][CH:24]=[CH:25][CH:26]=1)=[O:15])[C:2]1[CH:3]=[CH:4][CH:5]=[CH:6][CH:7]=1. The catalyst class is: 8. (6) Reactant: I[CH2:2][C@@H:3]1[CH2:8][CH2:7][C@H:6]([C:9]2[CH:14]=[CH:13][CH:12]=[CH:11][CH:10]=2)[CH2:5][CH2:4]1.[N-:15]=[N+:16]=[N-:17].[Na+]. Product: [N:15]([CH2:2][C@@H:3]1[CH2:8][CH2:7][C@H:6]([C:9]2[CH:14]=[CH:13][CH:12]=[CH:11][CH:10]=2)[CH2:5][CH2:4]1)=[N+:16]=[N-:17]. The catalyst class is: 215. (7) Reactant: [Cl:1][C:2]1[C:3]([F:27])=[C:4]([N:8]2[C:16]([C:18]3[CH:23]=[CH:22][C:21]([NH2:24])=[C:20]([NH2:25])[CH:19]=3)([OH:17])[C:15]3[C:10](=[CH:11][CH:12]=[CH:13][CH:14]=3)[C:9]2=[O:26])[CH:5]=[CH:6][CH:7]=1.[C:28](N1C=CN=C1)(N1C=CN=C1)=[O:29]. Product: [Cl:1][C:2]1[C:3]([F:27])=[C:4]([N:8]2[C:9](=[O:26])[C:10]3[C:15](=[CH:14][CH:13]=[CH:12][CH:11]=3)[C:16]2([C:18]2[CH:23]=[CH:22][C:21]3[NH:24][C:28](=[O:29])[NH:25][C:20]=3[CH:19]=2)[OH:17])[CH:5]=[CH:6][CH:7]=1. The catalyst class is: 7. (8) Reactant: [Cl:1][C:2]1[CH:3]=[CH:4][C:5]([N+:11]([O-])=O)=[C:6]([CH:10]=1)[N:7]([CH3:9])[CH3:8].S(S([O-])=O)([O-])=O.[Na+].[Na+]. Product: [Cl:1][C:2]1[CH:10]=[C:6]([N:7]([CH3:9])[CH3:8])[C:5]([NH2:11])=[CH:4][CH:3]=1. The catalyst class is: 40. (9) Reactant: I[C:2]1[C:7]([N+:8]([O-:10])=[O:9])=[CH:6][C:5]([O:11][CH3:12])=[C:4]([O:13][CH3:14])[CH:3]=1.C1([Mg]Cl)C=CC=CC=1.[CH3:23][C:24]([CH3:28])([CH3:27])[CH:25]=[O:26]. Product: [CH3:12][O:11][C:5]1[C:4]([O:13][CH3:14])=[CH:3][C:2]([CH:25]([OH:26])[C:24]([CH3:28])([CH3:27])[CH3:23])=[C:7]([N+:8]([O-:10])=[O:9])[CH:6]=1. The catalyst class is: 1. (10) Reactant: Cl.[NH2:2][CH2:3][CH2:4][C:5]1[C:13]2[C:8](=[CH:9][CH:10]=[C:11]([O:14][CH3:15])[CH:12]=2)[NH:7][C:6]=1[C:16]([NH:18][CH3:19])=[O:17].C(N(C(C)C)CC)(C)C.[F:29][CH:30]([F:39])[C:31](O[C:31](=[O:32])[CH:30]([F:39])[F:29])=[O:32]. Product: [F:29][CH:30]([F:39])[C:31]([NH:2][CH2:3][CH2:4][C:5]1[C:13]2[C:8](=[CH:9][CH:10]=[C:11]([O:14][CH3:15])[CH:12]=2)[NH:7][C:6]=1[C:16]([NH:18][CH3:19])=[O:17])=[O:32]. The catalyst class is: 4.